Dataset: Full USPTO retrosynthesis dataset with 1.9M reactions from patents (1976-2016). Task: Predict the reactants needed to synthesize the given product. (1) Given the product [CH:18]1([NH:19][C:20](=[O:31])[NH2:38])[CH2:7][CH2:6][CH2:5][CH2:10]1, predict the reactants needed to synthesize it. The reactants are: ClC1C=[C:10]2[C:5]([C:6](=O)[C:7]([CH2:18][NH:19][C:20](=[O:31])OC3C=CC([N+]([O-])=O)=CC=3)=CN2C2C=CC=CC=2)=CC=1.C1([NH2:38])CCCC1. (2) Given the product [CH3:1][C:2]1[CH:3]=[CH:4][C:5]([CH2:8][CH2:9][NH2:10])=[N:6][CH:7]=1, predict the reactants needed to synthesize it. The reactants are: [CH3:1][C:2]1[CH:3]=[CH:4][C:5]([CH2:8][C:9]#[N:10])=[N:6][CH:7]=1.B.O1CCCC1.Cl.O. (3) Given the product [C:2]1([N:8]2[CH2:13][CH2:12][O:11][CH2:10][CH2:9]2)[CH:7]=[CH:6][CH:5]=[CH:4][CH:3]=1, predict the reactants needed to synthesize it. The reactants are: Br[C:2]1[CH:7]=[CH:6][CH:5]=[CH:4][CH:3]=1.[NH:8]1[CH2:13][CH2:12][O:11][CH2:10][CH2:9]1.C(O[K])(C)(C)C. (4) Given the product [OH2:14].[ClH:56].[C:42]([N:37]1[CH2:38][CH2:39][CH2:40][CH2:41][C:35]([C:50]2[CH:55]=[CH:54][C:53]([Cl:56])=[C:52]([Cl:57])[CH:51]=2)([CH2:34][CH2:33][CH2:32][N:10]2[CH2:11][CH2:12][C:7]([C:1]3[CH:2]=[CH:3][CH:4]=[CH:5][CH:6]=3)([C:13]([N:15]3[CH2:19][CH2:18][CH2:17][CH2:16]3)=[O:14])[CH2:8][CH2:9]2)[CH2:36]1)(=[O:49])[C:43]1[CH:44]=[CH:45][CH:46]=[CH:47][CH:48]=1.[C:42]([N:37]1[CH2:38][CH2:39][CH2:40][CH2:41][C:35]([CH2:34][CH2:33][CH2:32][N:29]2[CH2:28][CH2:27][C:26]([C:13]([N:15]3[CH2:19][CH2:18][CH2:17][CH2:16]3)=[O:14])([C:58]3[CH:59]=[CH:60][CH:61]=[CH:62][CH:63]=3)[CH2:31][CH2:30]2)([C:50]2[CH:55]=[CH:54][C:53]([Cl:56])=[C:52]([Cl:57])[CH:51]=2)[CH2:36]1)(=[O:49])[C:43]1[CH:48]=[CH:47][CH:46]=[CH:45][CH:44]=1.[ClH:20], predict the reactants needed to synthesize it. The reactants are: [C:1]1([C:7]2([C:13]([N:15]3[CH2:19][CH2:18][CH2:17][CH2:16]3)=[O:14])[CH2:12][CH2:11][NH:10][CH2:9][CH2:8]2)[CH:6]=[CH:5][CH:4]=[CH:3][CH:2]=1.[ClH:20].C(N([C:26]1([C:58]2[CH:63]=[CH:62][CH:61]=[CH:60][CH:59]=2)[CH2:31][CH2:30][N:29]([CH2:32][CH2:33][CH2:34][C:35]2([C:50]3[CH:55]=[CH:54][C:53]([Cl:56])=[C:52]([Cl:57])[CH:51]=3)[CH2:41][CH2:40][CH2:39][CH2:38][N:37]([C:42](=[O:49])[C:43]3[CH:48]=[CH:47][CH:46]=[CH:45][CH:44]=3)[CH2:36]2)[CH2:28][CH2:27]1)C)(=O)C.C([O-])([O-])=O.[K+].[K+]. (5) The reactants are: Cl[C:2]([O:4][CH3:5])=[O:3].[NH2:6][C:7]1[S:8][CH2:9][C:10](=O)[C:11]=1[C:12]#[N:13].[CH2:15](N(CC)CC)C.Cl. Given the product [C:12]([C:11]1[C:10]([CH3:15])=[CH:9][S:8][C:7]=1[NH:6][C:2](=[O:3])[O:4][CH3:5])#[N:13], predict the reactants needed to synthesize it. (6) The reactants are: [Si]([O:8][CH2:9][CH2:10][CH:11]([N:13]1[N:17]=[N:16][C:15]([C:18]2[CH:23]=[CH:22][CH:21]=[C:20]([Cl:24])[CH:19]=2)=[N:14]1)[CH3:12])(C(C)(C)C)(C)C.C1(P(C2C=CC=CC=2)C2C=CC=CC=2)C=CC=CC=1.CCO[C:47](/[N:49]=N/C(OCC)=O)=O.ClC1C=C(C2N=NNN=2)C=CC=1.[Si](OCCC(O)C)(C(C)(C)C)(C)C. Given the product [Cl:24][C:20]1[CH:19]=[C:18]([C:15]2[N:16]=[N:17][N:13]([CH:11]([CH3:12])[CH2:10][C:9]([NH:49][CH3:47])=[O:8])[N:14]=2)[CH:23]=[CH:22][CH:21]=1, predict the reactants needed to synthesize it. (7) Given the product [CH3:1][C:2]1[C:7]2[CH2:8][CH2:9][CH:10]([C:14]([N:35]3[CH2:34][CH2:33][CH:32]([C:26]4[C:25]([Cl:24])=[CH:30][CH:29]=[CH:28][C:27]=4[Cl:31])[CH2:37][CH2:36]3)=[O:16])[CH2:11][C:12](=[O:13])[C:6]=2[CH:5]=[CH:4][CH:3]=1, predict the reactants needed to synthesize it. The reactants are: [CH3:1][C:2]1[C:7]2[CH2:8][CH2:9][CH:10]([C:14]([OH:16])=O)[CH2:11][C:12](=[O:13])[C:6]=2[CH:5]=[CH:4][CH:3]=1.C(Cl)(=O)C(Cl)=O.Cl.[Cl:24][C:25]1[CH:30]=[CH:29][CH:28]=[C:27]([Cl:31])[C:26]=1[CH:32]1[CH2:37][CH2:36][NH:35][CH2:34][CH2:33]1.C(N(CC)CC)C. (8) Given the product [C:1]([C:3]([NH:8][C:17](=[O:18])[C:16]1[CH:15]=[C:14]([O:24][CH3:25])[C:13]([O:12][CH2:9][C:10]#[CH:11])=[C:21]([O:22][CH3:23])[CH:20]=1)([CH3:7])[CH:4]([CH3:6])[CH3:5])#[N:2], predict the reactants needed to synthesize it. The reactants are: [C:1]([C:3]([NH2:8])([CH3:7])[CH:4]([CH3:6])[CH3:5])#[N:2].[CH2:9]([O:12][C:13]1[C:21]([O:22][CH3:23])=[CH:20][C:16]([C:17](Cl)=[O:18])=[CH:15][C:14]=1[O:24][CH3:25])[C:10]#[CH:11]. (9) Given the product [CH2:1]([C:3]1[NH:13][C:6]2[N:7]=[C:8]([S:12][C:21]3[CH:22]=[N:23][CH:24]=[CH:25][CH:26]=3)[N:9]=[C:10]([OH:11])[C:5]=2[CH:4]=1)[CH3:2], predict the reactants needed to synthesize it. The reactants are: [CH2:1]([C:3]1[NH:13][C:6]2[N:7]=[C:8]([SH:12])[N:9]=[C:10]([OH:11])[C:5]=2[CH:4]=1)[CH3:2].C(=O)([O-])[O-].[K+].[K+].I[C:21]1[CH:22]=[N:23][CH:24]=[CH:25][CH:26]=1.C(O)CO.